The task is: Predict the product of the given reaction.. This data is from Forward reaction prediction with 1.9M reactions from USPTO patents (1976-2016). (1) Given the reactants [Cl:1][C:2]1[N:3]=[N:4][C:5]([Cl:8])=[CH:6][CH:7]=1.ClC1=C(Cl)C(OC1=O)=[O:13].OO.NC(N)=O.S([O-])([O-])=O.[Na+].[Na+], predict the reaction product. The product is: [Cl:1][C:2]1[N:3]=[N+:4]([O-:13])[C:5]([Cl:8])=[CH:6][CH:7]=1. (2) Given the reactants [Br:1][C:2]1[CH:3]=[CH:4][C:5]([I:12])=[C:6]([CH:11]=1)[CH2:7][NH:8][CH2:9][CH3:10].[CH:13]1([C:16](Cl)=[O:17])[CH2:15][CH2:14]1, predict the reaction product. The product is: [Br:1][C:2]1[CH:3]=[CH:4][C:5]([I:12])=[C:6]([CH:11]=1)[CH2:7][N:8]([CH2:9][CH3:10])[C:16]([CH:13]1[CH2:15][CH2:14]1)=[O:17]. (3) Given the reactants [CH3:1][O:2][C:3]([C@H:5]1[CH2:10][CH2:9][C@H:8]([C:11](=[S:13])[NH2:12])[CH2:7][CH2:6]1)=[O:4].CO[C:16](OC)([N:18]([CH3:20])[CH3:19])[CH3:17], predict the reaction product. The product is: [CH3:1][O:2][C:3]([C@H:5]1[CH2:10][CH2:9][C@H:8]([C:11](=[S:13])[N:12]=[C:16]([N:18]([CH3:20])[CH3:19])[CH3:17])[CH2:7][CH2:6]1)=[O:4].